This data is from Peptide-MHC class I binding affinity with 185,985 pairs from IEDB/IMGT. The task is: Regression. Given a peptide amino acid sequence and an MHC pseudo amino acid sequence, predict their binding affinity value. This is MHC class I binding data. (1) The peptide sequence is YYPEDPVKL. The MHC is HLA-B27:05 with pseudo-sequence HLA-B27:05. The binding affinity (normalized) is 0.0847. (2) The peptide sequence is VYRHCEYIL. The MHC is HLA-A29:02 with pseudo-sequence HLA-A29:02. The binding affinity (normalized) is 0.149. (3) The peptide sequence is DEVVYTHGA. The MHC is HLA-A02:19 with pseudo-sequence HLA-A02:19. The binding affinity (normalized) is 0.0847. (4) The peptide sequence is TPDYPLIDII. The MHC is HLA-B35:01 with pseudo-sequence HLA-B35:01. The binding affinity (normalized) is 0.194. (5) The peptide sequence is FLRGRAYGI. The MHC is HLA-A11:01 with pseudo-sequence HLA-A11:01. The binding affinity (normalized) is 0. (6) The peptide sequence is SEGATPQDL. The MHC is HLA-B45:01 with pseudo-sequence HLA-B45:01. The binding affinity (normalized) is 0.535. (7) The peptide sequence is REVLSDREL. The MHC is HLA-B40:02 with pseudo-sequence HLA-B40:02. The binding affinity (normalized) is 0.573.